This data is from TCR-epitope binding with 47,182 pairs between 192 epitopes and 23,139 TCRs. The task is: Binary Classification. Given a T-cell receptor sequence (or CDR3 region) and an epitope sequence, predict whether binding occurs between them. (1) The epitope is HTTDPSFLGRY. The TCR CDR3 sequence is CASSQDLPLVETQYF. Result: 0 (the TCR does not bind to the epitope). (2) The epitope is TPQDLNTML. The TCR CDR3 sequence is CASSLVSNYGYTF. Result: 0 (the TCR does not bind to the epitope). (3) The epitope is ILKEPVHGV. The TCR CDR3 sequence is CASSFSVAVTDTQYF. Result: 0 (the TCR does not bind to the epitope). (4) The epitope is LPRRSGAAGA. The TCR CDR3 sequence is CASSVDGGGTEAFF. Result: 1 (the TCR binds to the epitope). (5) The epitope is LVLSVNPYV. The TCR CDR3 sequence is CAILNTVTYEQYF. Result: 0 (the TCR does not bind to the epitope).